From a dataset of Full USPTO retrosynthesis dataset with 1.9M reactions from patents (1976-2016). Predict the reactants needed to synthesize the given product. (1) The reactants are: [C:1]([O:5][C:6]([NH:8][C@H:9]([C:14]([OH:16])=O)[C:10]([OH:13])([CH3:12])[CH3:11])=[O:7])([CH3:4])([CH3:3])[CH3:2].CO.[CH3:19][NH:20][CH3:21].C(N(C(C)C)C(C)C)C.F[P-](F)(F)(F)(F)F.N1(OC(N(C)C)=[N+](C)C)C2N=CC=CC=2N=N1. Given the product [C:1]([O:5][C:6]([NH:8][C@H:9]([C:14]([N:20]([CH3:21])[CH3:19])=[O:16])[C:10]([OH:13])([CH3:12])[CH3:11])=[O:7])([CH3:4])([CH3:3])[CH3:2], predict the reactants needed to synthesize it. (2) Given the product [Br:21][CH2:22][CH2:23][N:11]1[CH:12]=[CH:13][C:9]([NH:8][C:6]([O:5][C:1]([CH3:4])([CH3:3])[CH3:2])=[O:7])=[C:10]1[C:14]([O:16][CH2:17][CH3:18])=[O:15], predict the reactants needed to synthesize it. The reactants are: [C:1]([O:5][C:6]([NH:8][C:9]1[CH:13]=[CH:12][NH:11][C:10]=1[C:14]([O:16][CH2:17][CH3:18])=[O:15])=[O:7])([CH3:4])([CH3:3])[CH3:2].[OH-].[K+].[Br:21][CH2:22][CH2:23]Br.O. (3) Given the product [C:25]([C@@:17]1([F:24])[C@H:18]([OH:19])[C@@H:20]([CH2:22][OH:23])[O:21][C@H:16]1[N:13]1[CH:12]=[N:11][C:10]2[C:9](=[O:27])[NH:8][C:7]([NH2:6])=[N:15][C:14]1=2)#[CH:26], predict the reactants needed to synthesize it. The reactants are: C([NH:6][C:7]1[NH:8][C:9](=[O:27])[C:10]2[N:11]=[CH:12][N:13]([C@@H:16]3[O:21][C@H:20]([CH2:22][OH:23])[C@@H:18]([OH:19])[C@@:17]3([C:25]#[CH:26])[F:24])[C:14]=2[N:15]=1)(=O)C(C)C.